Dataset: NCI-60 drug combinations with 297,098 pairs across 59 cell lines. Task: Regression. Given two drug SMILES strings and cell line genomic features, predict the synergy score measuring deviation from expected non-interaction effect. (1) Drug 1: C1=CC(=CC=C1CC(C(=O)O)N)N(CCCl)CCCl.Cl. Drug 2: CC1C(C(=O)NC(C(=O)N2CCCC2C(=O)N(CC(=O)N(C(C(=O)O1)C(C)C)C)C)C(C)C)NC(=O)C3=C4C(=C(C=C3)C)OC5=C(C(=O)C(=C(C5=N4)C(=O)NC6C(OC(=O)C(N(C(=O)CN(C(=O)C7CCCN7C(=O)C(NC6=O)C(C)C)C)C)C(C)C)C)N)C. Cell line: MALME-3M. Synergy scores: CSS=10.2, Synergy_ZIP=7.72, Synergy_Bliss=12.0, Synergy_Loewe=8.82, Synergy_HSA=9.53. (2) Drug 1: CC1C(C(CC(O1)OC2CC(CC3=C2C(=C4C(=C3O)C(=O)C5=C(C4=O)C(=CC=C5)OC)O)(C(=O)C)O)N)O.Cl. Drug 2: CC(C)(C#N)C1=CC(=CC(=C1)CN2C=NC=N2)C(C)(C)C#N. Cell line: 786-0. Synergy scores: CSS=19.8, Synergy_ZIP=-5.81, Synergy_Bliss=-3.41, Synergy_Loewe=-3.26, Synergy_HSA=-3.17. (3) Drug 1: CN(C)C1=NC(=NC(=N1)N(C)C)N(C)C. Drug 2: CCN(CC)CCCC(C)NC1=C2C=C(C=CC2=NC3=C1C=CC(=C3)Cl)OC. Cell line: LOX IMVI. Synergy scores: CSS=16.0, Synergy_ZIP=-9.97, Synergy_Bliss=-7.02, Synergy_Loewe=-6.12, Synergy_HSA=-6.06. (4) Synergy scores: CSS=-3.83, Synergy_ZIP=0.650, Synergy_Bliss=-5.69, Synergy_Loewe=-8.59, Synergy_HSA=-9.46. Drug 2: CC(C)NC(=O)C1=CC=C(C=C1)CNNC.Cl. Cell line: HL-60(TB). Drug 1: C#CCC(CC1=CN=C2C(=N1)C(=NC(=N2)N)N)C3=CC=C(C=C3)C(=O)NC(CCC(=O)O)C(=O)O. (5) Drug 1: CCN(CC)CCCC(C)NC1=C2C=C(C=CC2=NC3=C1C=CC(=C3)Cl)OC. Drug 2: C1C(C(OC1N2C=NC(=NC2=O)N)CO)O. Cell line: SF-268. Synergy scores: CSS=5.27, Synergy_ZIP=0.458, Synergy_Bliss=3.23, Synergy_Loewe=1.61, Synergy_HSA=1.52. (6) Drug 1: CC1=C2C(C(=O)C3(C(CC4C(C3C(C(C2(C)C)(CC1OC(=O)C(C(C5=CC=CC=C5)NC(=O)OC(C)(C)C)O)O)OC(=O)C6=CC=CC=C6)(CO4)OC(=O)C)OC)C)OC. Drug 2: COC1=C(C=C2C(=C1)N=CN=C2NC3=CC(=C(C=C3)F)Cl)OCCCN4CCOCC4. Cell line: COLO 205. Synergy scores: CSS=57.5, Synergy_ZIP=4.75, Synergy_Bliss=4.59, Synergy_Loewe=-19.4, Synergy_HSA=6.04.